From a dataset of Forward reaction prediction with 1.9M reactions from USPTO patents (1976-2016). Predict the product of the given reaction. Given the reactants NC1N=C(C)C2C(=NO)CC(C3C=CC=CC=3C3C=CC=CC=3)CC=2N=1.[H-].[Na+].[CH3:29][N:30]([CH3:61])[CH2:31][CH2:32][CH2:33][O:34][N:35]=[C:36]1[CH2:45][CH:44]([C:46]2[CH:51]=[C:50](F)[CH:49]=[CH:48][C:47]=2[C:53]2[CH:58]=[CH:57][CH:56]=[CH:55][CH:54]=2)[CH2:43][C:42]2[N:41]=[C:40]([NH2:59])[N:39]=[C:38]([CH3:60])[C:37]1=2, predict the reaction product. The product is: [CH3:61][N:30]([CH3:29])[CH2:31][CH2:32][CH2:33][O:34][N:35]=[C:36]1[CH2:45][CH:44]([C:46]2[CH:51]=[CH:50][CH:49]=[CH:48][C:47]=2[C:53]2[CH:54]=[CH:55][CH:56]=[CH:57][CH:58]=2)[CH2:43][C:42]2[N:41]=[C:40]([NH2:59])[N:39]=[C:38]([CH3:60])[C:37]1=2.